Dataset: Forward reaction prediction with 1.9M reactions from USPTO patents (1976-2016). Task: Predict the product of the given reaction. (1) Given the reactants [CH:1]1([C:7]2[C:8]3[CH:9]=[CH:10][C:11]([C:31]([O:33][C:34]([CH3:37])([CH3:36])[CH3:35])=[O:32])=[CH:12][C:13]=3[N:14]3[CH2:20][C:19]([C:21]([O:23]C)=[O:22])=[CH:18][C:17]4[CH:25]=[C:26]([O:29][CH3:30])[CH:27]=[CH:28][C:16]=4[C:15]=23)[CH2:6][CH2:5][CH2:4][CH2:3][CH2:2]1.[OH-].C([N+](CCCC)(CCCC)CCCC)CCC.Cl.P([O-])(O)(O)=O.[Na+], predict the reaction product. The product is: [C:34]([O:33][C:31]([C:11]1[CH:10]=[CH:9][C:8]2[C:7]([CH:1]3[CH2:6][CH2:5][CH2:4][CH2:3][CH2:2]3)=[C:15]3[C:16]4[CH:28]=[CH:27][C:26]([O:29][CH3:30])=[CH:25][C:17]=4[CH:18]=[C:19]([C:21]([OH:23])=[O:22])[CH2:20][N:14]3[C:13]=2[CH:12]=1)=[O:32])([CH3:37])([CH3:35])[CH3:36]. (2) Given the reactants [C:1]([OH:8])(=[O:7])[CH2:2][CH2:3][C:4]([OH:6])=[O:5].[CH3:9][O:10][C:11]1[CH:12]=[C:13]2[CH2:22][CH:21]([CH2:23][CH:24]3[CH2:29][CH2:28][N:27]([CH2:30][C:31]4[CH:32]=[CH:33][CH:34]=[CH:35][CH:36]=4)[CH2:26][CH2:25]3)[C:19](=[O:20])[C:14]2=[CH:15][C:16]=1[O:17][CH3:18], predict the reaction product. The product is: [CH3:9][O:10][C:11]1[CH:12]=[C:13]2[CH2:22][CH:21]([CH2:23][CH:24]3[CH2:25][CH2:26][N:27]([CH2:30][C:31]4[CH:36]=[CH:35][CH:34]=[CH:33][CH:32]=4)[CH2:28][CH2:29]3)[C:19](=[O:20])[C:14]2=[CH:15][C:16]=1[O:17][CH3:18].[C:1]([O-:8])(=[O:7])[CH2:2][CH2:3][C:4]([O-:6])=[O:5]. (3) Given the reactants [C:1]([O:5][CH3:6])(=[O:4])[CH2:2][SH:3].F[C:8]1[CH:15]=[CH:14][C:13]([F:16])=[CH:12][C:9]=1[CH:10]=O, predict the reaction product. The product is: [F:16][C:13]1[CH:14]=[CH:15][C:8]2[S:3][C:2]([C:1]([O:5][CH3:6])=[O:4])=[CH:10][C:9]=2[CH:12]=1. (4) Given the reactants [C:1]([O:4][CH2:5][CH2:6][NH:7][C:8](=[O:23])[C@@H:9]([NH2:22])[CH2:10][C:11]1[CH:16]=[CH:15][C:14]([O:17][C:18]([F:21])([F:20])[F:19])=[CH:13][CH:12]=1)(=[O:3])[CH3:2].[F:24][C:25]([F:43])([F:42])[C:26]1[CH:41]=[CH:40][C:29]([O:30][C:31]2[CH:39]=[CH:38][C:34]([C:35](O)=[O:36])=[CH:33][CH:32]=2)=[CH:28][CH:27]=1, predict the reaction product. The product is: [C:1]([O:4][CH2:5][CH2:6][NH:7][C:8](=[O:23])[C@@H:9]([NH:22][C:35](=[O:36])[C:34]1[CH:38]=[CH:39][C:31]([O:30][C:29]2[CH:40]=[CH:41][C:26]([C:25]([F:24])([F:42])[F:43])=[CH:27][CH:28]=2)=[CH:32][CH:33]=1)[CH2:10][C:11]1[CH:16]=[CH:15][C:14]([O:17][C:18]([F:21])([F:19])[F:20])=[CH:13][CH:12]=1)(=[O:3])[CH3:2]. (5) Given the reactants Cl[C:2]1[C:3]2[CH2:17][CH2:16][N:15]([CH:18]3[CH2:21][N:20]([C:22]([O:24][C:25]([CH3:28])([CH3:27])[CH3:26])=[O:23])[CH2:19]3)[C:4]=2[N:5]=[C:6]([N:8]2[CH2:13][CH2:12][O:11][CH2:10][C@@H:9]2[CH3:14])[N:7]=1.CC1(C)C(C)(C)OB([C:37]2[CH:38]=[N:39][C:40]([NH2:43])=[N:41][CH:42]=2)O1.[F-].[Cs+], predict the reaction product. The product is: [NH2:43][C:40]1[N:41]=[CH:42][C:37]([C:2]2[C:3]3[CH2:17][CH2:16][N:15]([CH:18]4[CH2:21][N:20]([C:22]([O:24][C:25]([CH3:26])([CH3:28])[CH3:27])=[O:23])[CH2:19]4)[C:4]=3[N:5]=[C:6]([N:8]3[CH2:13][CH2:12][O:11][CH2:10][C@@H:9]3[CH3:14])[N:7]=2)=[CH:38][N:39]=1.